From a dataset of Forward reaction prediction with 1.9M reactions from USPTO patents (1976-2016). Predict the product of the given reaction. (1) Given the reactants [CH2:1]([N:3]1[CH2:8][CH2:7][O:6][C@H:5]([CH2:9][N:10]2[CH2:15][CH2:14][N:13](C(OC(C)(C)C)=O)[CH2:12][CH2:11]2)[CH2:4]1)[CH3:2].FC(F)(F)C(O)=O, predict the reaction product. The product is: [CH2:1]([N:3]1[CH2:8][CH2:7][O:6][C@H:5]([CH2:9][N:10]2[CH2:11][CH2:12][NH:13][CH2:14][CH2:15]2)[CH2:4]1)[CH3:2]. (2) The product is: [NH2:23][C:17]1[CH:18]=[CH:19][C:20]([NH:22][C:3]2[NH:8][C:7](=[O:9])[CH:6]=[C:5]([CH2:10][CH2:11][CH3:12])[N:4]=2)=[CH:21][C:16]=1[N+:13]([O-:15])=[O:14]. Given the reactants CS[C:3]1[NH:8][C:7](=[O:9])[CH:6]=[C:5]([CH2:10][CH2:11][CH3:12])[N:4]=1.[N+:13]([C:16]1[CH:21]=[C:20]([NH2:22])[CH:19]=[CH:18][C:17]=1[NH2:23])([O-:15])=[O:14], predict the reaction product. (3) Given the reactants [OH:1][C:2]1[CH:7]=[CH:6][C:5]([CH:8]=[CH:9][C:10]([OH:12])=[O:11])=[CH:4][C:3]=1[O:13][CH3:14].Cl.C(O)C, predict the reaction product. The product is: [OH:1][C:2]1[CH:7]=[CH:6][C:5]([CH2:8][CH2:9][C:10]([OH:12])=[O:11])=[CH:4][C:3]=1[O:13][CH3:14].